From a dataset of Full USPTO retrosynthesis dataset with 1.9M reactions from patents (1976-2016). Predict the reactants needed to synthesize the given product. Given the product [CH2:21]([N:1]1[CH2:2][CH2:3][CH:4]([CH2:7][CH:8]2[CH2:9][CH2:10][N:11]([C:14]([O:16][C:17]([CH3:20])([CH3:19])[CH3:18])=[O:15])[CH2:12][CH2:13]2)[CH2:5][CH2:6]1)[CH3:22], predict the reactants needed to synthesize it. The reactants are: [NH:1]1[CH2:6][CH2:5][CH:4]([CH2:7][CH:8]2[CH2:13][CH2:12][N:11]([C:14]([O:16][C:17]([CH3:20])([CH3:19])[CH3:18])=[O:15])[CH2:10][CH2:9]2)[CH2:3][CH2:2]1.[CH2:21](I)[CH3:22].C([O-])([O-])=O.[K+].[K+].